Dataset: Catalyst prediction with 721,799 reactions and 888 catalyst types from USPTO. Task: Predict which catalyst facilitates the given reaction. (1) Reactant: Br[CH2:2][C:3]1[CH:4]=[C:5]([CH:23]=[CH:24][CH:25]=1)[CH2:6][O:7][C:8]1[CH:13]=[CH:12][C:11]([C:14]2[CH:19]=[C:18]([F:20])[C:17]([F:21])=[CH:16][C:15]=2[F:22])=[CH:10][CH:9]=1.[C:26]([O:30][C:31]([C@@H:33]1[CH2:37][CH2:36][S:35](=[O:39])(=[O:38])[NH:34]1)=[O:32])([CH3:29])([CH3:28])[CH3:27].C(=O)([O-])[O-].[K+].[K+]. Product: [C:26]([O:30][C:31]([C@@H:33]1[CH2:37][CH2:36][S:35](=[O:38])(=[O:39])[N:34]1[CH2:2][C:3]1[CH:25]=[CH:24][CH:23]=[C:5]([CH2:6][O:7][C:8]2[CH:13]=[CH:12][C:11]([C:14]3[CH:19]=[C:18]([F:20])[C:17]([F:21])=[CH:16][C:15]=3[F:22])=[CH:10][CH:9]=2)[CH:4]=1)=[O:32])([CH3:29])([CH3:27])[CH3:28]. The catalyst class is: 3. (2) Reactant: [CH3:1][O:2][C:3](=[O:22])[C:4]1[CH:9]=[CH:8][C:7]([C:10]([NH:12][CH2:13][C:14]2[CH:19]=[CH:18][CH:17]=[C:16]([NH2:20])[CH:15]=2)=[O:11])=[CH:6][C:5]=1[Br:21].C(=O)([O-])[O-].[Na+].[Na+].[C:29](O[C:29]([O:31][C:32]([CH3:35])([CH3:34])[CH3:33])=[O:30])([O:31][C:32]([CH3:35])([CH3:34])[CH3:33])=[O:30]. Product: [CH3:1][O:2][C:3](=[O:22])[C:4]1[CH:9]=[CH:8][C:7]([C:10]([NH:12][CH2:13][C:14]2[CH:19]=[CH:18][CH:17]=[C:16]([NH:20][C:29]([O:31][C:32]([CH3:35])([CH3:34])[CH3:33])=[O:30])[CH:15]=2)=[O:11])=[CH:6][C:5]=1[Br:21]. The catalyst class is: 38. (3) Reactant: [CH3:1][S:2][C:3]1[CH:4]=[C:5]([CH:9]=[CH:10][CH:11]=1)[C:6](O)=[O:7].Cl.[CH3:13][NH:14][O:15][CH3:16].ON1C2C=CC=CC=2N=N1.C(N=C=NCCCN(C)C)C.C([O-])(O)=O.[Na+]. Product: [CH3:16][O:15][N:14]([CH3:13])[C:6](=[O:7])[C:5]1[CH:9]=[CH:10][CH:11]=[C:3]([S:2][CH3:1])[CH:4]=1. The catalyst class is: 9. (4) Reactant: [Br:1][C:2]1[CH:11]=[CH:10][CH:9]=[C:8]2[C:3]=1[CH:4]=[C:5]([Cl:13])[N:6]=[C:7]2Cl.[CH3:14][O-:15].[Na+].CO.O. Product: [Br:1][C:2]1[CH:11]=[CH:10][CH:9]=[C:8]2[C:3]=1[CH:4]=[C:5]([Cl:13])[N:6]=[C:7]2[O:15][CH3:14]. The catalyst class is: 5.